From a dataset of Forward reaction prediction with 1.9M reactions from USPTO patents (1976-2016). Predict the product of the given reaction. Given the reactants [H-].[Na+].[C:3]([O:7][C:8](=[O:15])[NH:9][C@H:10]1[CH2:13][C@H:12]([OH:14])[CH2:11]1)([CH3:6])([CH3:5])[CH3:4].Cl[C:17]1[N:21]([CH3:22])[C:20]2[CH:23]=[CH:24][CH:25]=[CH:26][C:19]=2[N:18]=1, predict the reaction product. The product is: [C:3]([O:7][C:8](=[O:15])[NH:9][C@H:10]1[CH2:13][C@H:12]([O:14][C:17]2[N:21]([CH3:22])[C:20]3[CH:23]=[CH:24][CH:25]=[CH:26][C:19]=3[N:18]=2)[CH2:11]1)([CH3:6])([CH3:4])[CH3:5].